Dataset: Peptide-MHC class I binding affinity with 185,985 pairs from IEDB/IMGT. Task: Regression. Given a peptide amino acid sequence and an MHC pseudo amino acid sequence, predict their binding affinity value. This is MHC class I binding data. (1) The peptide sequence is LARQHIAAL. The MHC is HLA-B08:01 with pseudo-sequence HLA-B08:01. The binding affinity (normalized) is 0.619. (2) The peptide sequence is RILAYGPCL. The MHC is HLA-A02:06 with pseudo-sequence HLA-A02:06. The binding affinity (normalized) is 0.898. (3) The peptide sequence is FEEMYRHIL. The binding affinity (normalized) is 0. The MHC is HLA-B08:01 with pseudo-sequence HLA-B08:01. (4) The peptide sequence is EVFEIIRSY. The MHC is HLA-A02:01 with pseudo-sequence HLA-A02:01. The binding affinity (normalized) is 0.0847. (5) The peptide sequence is RKWGLDFCY. The MHC is HLA-B57:01 with pseudo-sequence HLA-B57:01. The binding affinity (normalized) is 0.0847. (6) The peptide sequence is SVMNFIPIIY. The MHC is HLA-A03:01 with pseudo-sequence HLA-A03:01. The binding affinity (normalized) is 0.713. (7) The peptide sequence is GSSDFQVHFLK. The MHC is HLA-B53:01 with pseudo-sequence HLA-B53:01. The binding affinity (normalized) is 0.0847.